Dataset: Full USPTO retrosynthesis dataset with 1.9M reactions from patents (1976-2016). Task: Predict the reactants needed to synthesize the given product. (1) Given the product [CH3:1][N:2]([C:12]1[CH:17]=[CH:16][CH:15]=[C:14]([C:18]2[CH:23]=[CH:22][CH:21]=[CH:20][CH:19]=2)[N:13]=1)[C:3]1[CH:8]=[CH:7][N:6]=[C:5]([NH:24][CH:25]([CH3:35])[CH2:26][C:27]2[CH:28]=[C:29]([CH2:33][OH:34])[CH:30]=[CH:31][CH:32]=2)[N:4]=1, predict the reactants needed to synthesize it. The reactants are: [CH3:1][N:2]([C:12]1[CH:17]=[CH:16][CH:15]=[C:14]([C:18]2[CH:23]=[CH:22][CH:21]=[CH:20][CH:19]=2)[N:13]=1)[C:3]1[CH:8]=[CH:7][N:6]=[C:5](S(C)=O)[N:4]=1.[NH2:24][CH:25]([CH3:35])[CH2:26][C:27]1[CH:28]=[C:29]([CH2:33][OH:34])[CH:30]=[CH:31][CH:32]=1. (2) Given the product [CH2:1]([NH:3][C:4](=[O:22])[C:5]1[CH:10]=[CH:9][C:8]([NH2:11])=[C:7]([O:14][CH2:15][C:16]2[CH:17]=[CH:18][CH:19]=[CH:20][CH:21]=2)[CH:6]=1)[CH3:2], predict the reactants needed to synthesize it. The reactants are: [CH2:1]([NH:3][C:4](=[O:22])[C:5]1[CH:10]=[CH:9][C:8]([N+:11]([O-])=O)=[C:7]([O:14][CH2:15][C:16]2[CH:21]=[CH:20][CH:19]=[CH:18][CH:17]=2)[CH:6]=1)[CH3:2].[Sn](Cl)Cl. (3) Given the product [Cl:34][C:9]1[N:10]([C:18]2[CH:23]=[CH:22][C:21]([N+:24]([O-:26])=[O:25])=[CH:20][CH:19]=2)[C:11]2[N:12]=[CH:13][N:14]=[C:15]([NH2:17])[C:16]=2[C:8]=1[C:5]1[CH:4]=[CH:3][C:2]([Cl:1])=[CH:7][CH:6]=1, predict the reactants needed to synthesize it. The reactants are: [Cl:1][C:2]1[CH:7]=[CH:6][C:5]([C:8]2[C:16]3[C:15]([NH2:17])=[N:14][CH:13]=[N:12][C:11]=3[N:10]([C:18]3[CH:23]=[CH:22][C:21]([N+:24]([O-:26])=[O:25])=[CH:20][CH:19]=3)[CH:9]=2)=[CH:4][CH:3]=1.C1C(=O)N([Cl:34])C(=O)C1. (4) Given the product [Cl:1][C:2]1[CH:3]=[CH:4][C:5]([CH2:6][CH2:7][NH:8][C:9]([C:11]2[CH:12]=[CH:13][C:14]([O:15][C:16]3[CH:21]=[CH:20][C:19]([CH2:22][C:23]([OH:25])=[O:24])=[CH:18][C:17]=3[O:27][CH3:28])=[CH:29][CH:30]=2)=[O:10])=[CH:31][CH:32]=1, predict the reactants needed to synthesize it. The reactants are: [Cl:1][C:2]1[CH:32]=[CH:31][C:5]([CH2:6][CH2:7][NH:8][C:9]([C:11]2[CH:30]=[CH:29][C:14]([O:15][C:16]3[CH:21]=[CH:20][C:19]([CH2:22][C:23]([O:25]C)=[O:24])=[CH:18][C:17]=3[O:27][CH3:28])=[CH:13][CH:12]=2)=[O:10])=[CH:4][CH:3]=1.[OH-].[Na+]. (5) Given the product [Br:1][C:2]1[CH:3]=[CH:4][CH:5]=[C:6]2[C:10]=1[NH:9][C:8]([C:11]([O:13][CH2:14][CH3:15])=[O:12])=[C:7]2[CH2:16][CH2:17][CH:18]=[O:19], predict the reactants needed to synthesize it. The reactants are: [Br:1][C:2]1[CH:3]=[CH:4][CH:5]=[C:6]2[C:10]=1[NH:9][C:8]([C:11]([O:13][CH2:14][CH3:15])=[O:12])=[C:7]2[CH2:16][CH2:17][CH2:18][O:19]C1C2C(=CC=CC=2)C=CC=1.C(N(CC)CC)C.N1C=CC=CC=1S([O-])(=O)=O. (6) Given the product [Cl:1][C:2]1[CH:3]=[C:4]([CH2:9][C:10]([N:12]([C@@H:14]([C:32]2[CH:37]=[CH:36][CH:35]=[C:34]([NH2:38])[CH:33]=2)[CH2:15][N:16]2[CH2:20][CH2:19][C@H:18]([O:21][CH2:22][CH2:23][O:24][CH2:25][CH2:26][O:27][CH2:28][CH2:29][O:30][CH3:31])[CH2:17]2)[CH3:13])=[O:11])[CH:5]=[CH:6][C:7]=1[Cl:8], predict the reactants needed to synthesize it. The reactants are: [Cl:1][C:2]1[CH:3]=[C:4]([CH2:9][C:10]([N:12]([C@@H:14]([C:32]2[CH:37]=[CH:36][CH:35]=[C:34]([N+:38]([O-])=O)[CH:33]=2)[CH2:15][N:16]2[CH2:20][CH2:19][C@H:18]([O:21][CH2:22][CH2:23][O:24][CH2:25][CH2:26][O:27][CH2:28][CH2:29][O:30][CH3:31])[CH2:17]2)[CH3:13])=[O:11])[CH:5]=[CH:6][C:7]=1[Cl:8].O.NN. (7) Given the product [O:1]1[CH:5]=[CH:4][N:3]=[C:2]1[C:6]1[CH:7]=[CH:8][C:9]([C:10]([OH:12])=[O:11])=[CH:14][CH:15]=1, predict the reactants needed to synthesize it. The reactants are: [O:1]1[CH:5]=[CH:4][N:3]=[C:2]1[C:6]1[CH:15]=[CH:14][C:9]([C:10]([O:12]C)=[O:11])=[CH:8][CH:7]=1.[OH-].[Li+].